Dataset: Forward reaction prediction with 1.9M reactions from USPTO patents (1976-2016). Task: Predict the product of the given reaction. (1) Given the reactants [CH3:1][C:2](=[CH2:4])[CH3:3].[O:5]=[O+][O-], predict the reaction product. The product is: [CH3:4][C:2]1([O:5][CH2:3]1)[CH3:1].[CH3:3][C:2](=[CH2:1])[CH3:4]. (2) The product is: [CH2:1]([O:3][C:4]([C:6]1[N:7]([C:19]2[CH:24]=[CH:23][C:22]([O:25][CH:26]([CH3:28])[CH3:27])=[CH:21][CH:20]=2)[C:8]2[C:13]([C:14]=1[Cl:15])=[CH:12][C:11]([C:30]1[CH:35]=[CH:34][C:33]([C:36]([F:39])([F:38])[F:37])=[CH:32][N:31]=1)=[CH:10][CH:9]=2)=[O:5])[CH3:2]. Given the reactants [CH2:1]([O:3][C:4]([C:6]1[N:7]([C:19]2[CH:24]=[CH:23][C:22]([O:25][CH:26]([CH3:28])[CH3:27])=[CH:21][CH:20]=2)[C:8]2[C:13]([C:14]=1[Cl:15])=[CH:12][C:11](B(O)O)=[CH:10][CH:9]=2)=[O:5])[CH3:2].Br[C:30]1[CH:35]=[CH:34][C:33]([C:36]([F:39])([F:38])[F:37])=[CH:32][N:31]=1.C(=O)([O-])[O-].[Na+].[Na+].CCO, predict the reaction product. (3) Given the reactants C([O:3][C:4](=O)[CH2:5][N:6]1[CH:10]=[C:9]([C:11]2[CH:12]=[C:13]3[C:19]([C:20]4[N:25]=[C:24]([O:26][CH:27]5[CH2:32][CH2:31][N:30]([C:33]([O:35][C:36]([CH3:39])([CH3:38])[CH3:37])=[O:34])[CH2:29][CH2:28]5)[CH:23]=[N:22][CH:21]=4)=[CH:18][N:17]([S:40]([C:43]4[CH:48]=[CH:47][CH:46]=[CH:45][CH:44]=4)(=[O:42])=[O:41])[C:14]3=[N:15][CH:16]=2)[CH:8]=[N:7]1)C.[H-].[Al+3].[Li+].[H-].[H-].[H-].O.O.O.O.O.O.O.O.O.O.S([O-])([O-])(=O)=O.[Na+].[Na+], predict the reaction product. The product is: [OH:3][CH2:4][CH2:5][N:6]1[CH:10]=[C:9]([C:11]2[CH:12]=[C:13]3[C:19]([C:20]4[N:25]=[C:24]([O:26][CH:27]5[CH2:28][CH2:29][N:30]([C:33]([O:35][C:36]([CH3:38])([CH3:39])[CH3:37])=[O:34])[CH2:31][CH2:32]5)[CH:23]=[N:22][CH:21]=4)=[CH:18][N:17]([S:40]([C:43]4[CH:44]=[CH:45][CH:46]=[CH:47][CH:48]=4)(=[O:41])=[O:42])[C:14]3=[N:15][CH:16]=2)[CH:8]=[N:7]1. (4) Given the reactants [Br:1][C:2]1[C:3]([Cl:11])=[N:4][CH:5]=[C:6]([CH:10]=1)[C:7]([OH:9])=[O:8], predict the reaction product. The product is: [Br:1][C:2]1[CH:10]=[C:6]([C:7]([O:9][C:6]([CH3:10])([CH3:7])[CH3:5])=[O:8])[CH:5]=[N:4][C:3]=1[Cl:11]. (5) Given the reactants Br[C:2]1[CH:3]=[C:4]([CH:8]=O)[CH:5]=[N:6][CH:7]=1.Br[C:11]1[CH:12]=[C:13](CO)[CH:14]=[N:15][CH:16]=1, predict the reaction product. The product is: [N:15]1([CH2:4][CH2:3][C:2]#[C:7][C:2]2[CH:7]=[N:6][CH:5]=[C:4]([CH2:8][N:15]3[CH2:16][CH2:11][CH2:12][CH2:13][CH2:14]3)[CH:3]=2)[CH2:16][CH2:11][CH2:12][CH2:13][CH2:14]1.